Dataset: Reaction yield outcomes from USPTO patents with 853,638 reactions. Task: Predict the reaction yield, written as a fraction of the theoretical maximum amount of product (1.0 means a 100% yield; for example, 0.34 means a 34% yield). (1) The reactants are [CH2:1]1[CH:6]2[CH2:7][C:8]3([C:10]([OH:12])=O)[CH2:9][CH:2]1[CH2:3][CH:4]3[CH2:5]2.[S:13]1[CH:17]=[CH:16][CH:15]=[C:14]1[CH2:18][NH2:19].C(N(CC)CC)C.CCN=C=NCCCN(C)C. The catalyst is C(Cl)Cl.CN(C1C=CN=CC=1)C. The product is [S:13]1[CH:17]=[CH:16][CH:15]=[C:14]1[CH2:18][NH:19][C:10]([C:8]12[CH2:7][CH:6]3[CH2:1][CH:2]([CH2:3][CH:4]1[CH2:5]3)[CH2:9]2)=[O:12]. The yield is 0.830. (2) The reactants are CCN(C(C)C)C(C)C.[F:10][C:11]1[CH:16]=[CH:15][C:14]([C:17]2[O:18][C:19]3[CH:29]=[CH:28][C:27]([C:30]4[CH:31]=[C:32]([CH:42]=[CH:43][CH:44]=4)[C:33]([NH:35][C:36]([CH3:41])([CH3:40])[C:37]([OH:39])=O)=[O:34])=[CH:26][C:20]=3[C:21]=2[C:22](=[O:25])[NH:23][CH3:24])=[CH:13][CH:12]=1.[N:45]1[CH:50]=[CH:49][N:48]=[C:47]([NH2:51])[N:46]=1.[H-].[Na+]. The catalyst is CN(C=O)C.CO. The product is [N:45]1[CH:50]=[CH:49][N:48]=[C:47]([NH:51][C:37](=[O:39])[C:36]([NH:35][C:33]([C:32]2[CH:31]=[C:30]([C:27]3[CH:28]=[CH:29][C:19]4[O:18][C:17]([C:14]5[CH:13]=[CH:12][C:11]([F:10])=[CH:16][CH:15]=5)=[C:21]([C:22]([NH:23][CH3:24])=[O:25])[C:20]=4[CH:26]=3)[CH:44]=[CH:43][CH:42]=2)=[O:34])([CH3:41])[CH3:40])[N:46]=1. The yield is 0.250. (3) The reactants are [CH3:1][O:2][C:3]1[CH:4]=[C:5]2[O:9][C:8]([C:10]3[N:11]=[C:12]4[N:16]([CH:17]=3)[N:15]=[C:14]([O:18][CH3:19])[S:13]4)=[CH:7][C:6]2=[C:20]([OH:22])[CH:21]=1.[Br:23][C:24]1[CH:29]=[CH:28][C:27]([N:30]([C:38]2[S:39][CH:40]=[C:41]([CH2:43]O)[N:42]=2)[C:31](=[O:37])[O:32][C:33]([CH3:36])([CH3:35])[CH3:34])=[C:26]([CH3:45])[CH:25]=1.C(P(CCCC)CCCC)CCC.N(C(N1CCCCC1)=O)=NC(N1CCCCC1)=O. The catalyst is C1COCC1.ClCCl. The product is [Br:23][C:24]1[CH:29]=[CH:28][C:27]([N:30]([C:38]2[S:39][CH:40]=[C:41]([CH2:43][O:22][C:20]3[C:6]4[CH:7]=[C:8]([C:10]5[N:11]=[C:12]6[N:16]([CH:17]=5)[N:15]=[C:14]([O:18][CH3:19])[S:13]6)[O:9][C:5]=4[CH:4]=[C:3]([O:2][CH3:1])[CH:21]=3)[N:42]=2)[C:31](=[O:37])[O:32][C:33]([CH3:35])([CH3:36])[CH3:34])=[C:26]([CH3:45])[CH:25]=1. The yield is 0.890. (4) The reactants are [F:1][C:2]1[C:7]([O:8][CH2:9][CH2:10][CH2:11][CH2:12][CH2:13][CH3:14])=[C:6]([F:15])[CH:5]=[CH:4][C:3]=1B(O)O.Br[C:20]1[CH:25]=[CH:24][CH:23]=[CH:22][N:21]=1.C(=O)([O-])[O-].[K+].[K+].C1(C)C=CC=CC=1. The catalyst is [Cl-].[Na+].O.C1C=CC([P]([Pd]([P](C2C=CC=CC=2)(C2C=CC=CC=2)C2C=CC=CC=2)([P](C2C=CC=CC=2)(C2C=CC=CC=2)C2C=CC=CC=2)[P](C2C=CC=CC=2)(C2C=CC=CC=2)C2C=CC=CC=2)(C2C=CC=CC=2)C2C=CC=CC=2)=CC=1.O.C(O)C. The product is [F:1][C:2]1[C:7]([O:8][CH2:9][CH2:10][CH2:11][CH2:12][CH2:13][CH3:14])=[C:6]([F:15])[CH:5]=[CH:4][C:3]=1[C:20]1[CH:25]=[CH:24][CH:23]=[CH:22][N:21]=1. The yield is 0.760. (5) The reactants are [P:1]([O:44]CC)([O:41]CC)([O:3][C:4]1[CH:9]=[C:8]([F:10])[CH:7]=[C:6]([C:11]2[C:19]3[C:14](=[N:15][CH:16]=[N:17][C:18]=3[NH2:20])[N:13]([CH2:21][C:22]3[N:23]([C:34]4[CH:39]=[CH:38][CH:37]=[CH:36][C:35]=4[CH3:40])[C:24](=[O:33])[C:25]4[C:30]([CH:31]=3)=[CH:29][CH:28]=[CH:27][C:26]=4[CH3:32])[N:12]=2)[CH:5]=1)=[O:2].C[Si](Br)(C)C. The catalyst is CC#N. The product is [P:1]([OH:41])([OH:44])([O:3][C:4]1[CH:9]=[C:8]([F:10])[CH:7]=[C:6]([C:11]2[C:19]3[C:14](=[N:15][CH:16]=[N:17][C:18]=3[NH2:20])[N:13]([CH2:21][C:22]3[N:23]([C:34]4[CH:39]=[CH:38][CH:37]=[CH:36][C:35]=4[CH3:40])[C:24](=[O:33])[C:25]4[C:30]([CH:31]=3)=[CH:29][CH:28]=[CH:27][C:26]=4[CH3:32])[N:12]=2)[CH:5]=1)=[O:2]. The yield is 0.910. (6) The reactants are C(OC([NH:8][C@@H:9]([CH3:12])[CH2:10][OH:11])=O)(C)(C)C.O[C:14]1[CH:23]=[CH:22][C:17]([C:18]([O:20][CH3:21])=[O:19])=[CH:16][C:15]=1[N+:24]([O-:26])=[O:25].C1C=CC(P(C2C=CC=CC=2)C2C=CC=CC=2)=CC=1.N(C(OC(C)C)=O)=NC(OC(C)C)=O. The catalyst is C1COCC1. The product is [N+:24]([C:15]1[CH:16]=[C:17]([CH:22]=[CH:23][C:14]=1[O:11][CH2:10][C@@H:9]([NH2:8])[CH3:12])[C:18]([O:20][CH3:21])=[O:19])([O-:26])=[O:25]. The yield is 0.240.